Task: Predict the product of the given reaction.. Dataset: Forward reaction prediction with 1.9M reactions from USPTO patents (1976-2016) (1) Given the reactants [Cl:1][C:2]1[N:7]=[CH:6][C:5]([CH:8]([OH:29])[CH:9]([NH:21]C(=O)OC(C)(C)C)[CH2:10][C:11]2[CH:16]=[CH:15][C:14]([C:17]([F:20])([F:19])[F:18])=[CH:13][CH:12]=2)=[CH:4][CH:3]=1.FC(F)(F)C(O)=O, predict the reaction product. The product is: [NH2:21][CH:9]([CH2:10][C:11]1[CH:16]=[CH:15][C:14]([C:17]([F:20])([F:19])[F:18])=[CH:13][CH:12]=1)[CH:8]([C:5]1[CH:6]=[N:7][C:2]([Cl:1])=[CH:3][CH:4]=1)[OH:29]. (2) The product is: [C:24]([O:23][C:21]([C:5]1([C:3]([OH:4])=[O:2])[CH2:10][CH2:9][N:8]([C:11]([O:13][CH2:14][C:15]2[CH:16]=[CH:17][CH:18]=[CH:19][CH:20]=2)=[O:12])[CH2:7][CH2:6]1)=[O:22])([CH3:27])([CH3:25])[CH3:26]. Given the reactants C[O:2][C:3]([C:5]1([C:21]([O:23][C:24]([CH3:27])([CH3:26])[CH3:25])=[O:22])[CH2:10][CH2:9][N:8]([C:11]([O:13][CH2:14][C:15]2[CH:20]=[CH:19][CH:18]=[CH:17][CH:16]=2)=[O:12])[CH2:7][CH2:6]1)=[O:4].[OH-].[Na+], predict the reaction product. (3) Given the reactants [Br:1][C:2]1[CH:9]=[C:8]([O:10][CH3:11])[C:5]([CH:6]=[O:7])=[C:4]([F:12])[CH:3]=1.Cl([O-])=[O:14].[Na+].O.O.P(O)(O)([O-])=O.[Na+].CC(=CC)C, predict the reaction product. The product is: [Br:1][C:2]1[CH:9]=[C:8]([O:10][CH3:11])[C:5]([C:6]([OH:14])=[O:7])=[C:4]([F:12])[CH:3]=1. (4) Given the reactants C1COCC1.[CH3:6][O:7][C:8]1[CH:17]=[CH:16][C:15]2[C:10](=[CH:11][CH:12]=[C:13](Br)[CH:14]=2)[N:9]=1.[F:19][C:20]([F:29])([F:28])[CH:21]1[CH2:26][CH2:25][C:24](=[O:27])[CH2:23][CH2:22]1, predict the reaction product. The product is: [CH3:6][O:7][C:8]1[CH:17]=[CH:16][C:15]2[C:10](=[CH:11][CH:12]=[C:13]([C:24]3([OH:27])[CH2:23][CH2:22][CH:21]([C:20]([F:28])([F:29])[F:19])[CH2:26][CH2:25]3)[CH:14]=2)[N:9]=1. (5) Given the reactants [Br:1][C:2]1[CH:3]=[C:4]([C:16]([OH:18])=O)[C:5]2[C:10]([CH2:11][CH3:12])=[N:9][N:8]([CH:13]([CH3:15])[CH3:14])[C:6]=2[N:7]=1.[NH2:19][CH2:20][C:21]1[C:22](=[O:29])[NH:23][C:24]([CH3:28])=[CH:25][C:26]=1[CH3:27].C1CN([P+](ON2N=NC3C=CC=CC2=3)(N2CCCC2)N2CCCC2)CC1.F[P-](F)(F)(F)(F)F, predict the reaction product. The product is: [Br:1][C:2]1[CH:3]=[C:4]([C:16]([NH:19][CH2:20][C:21]2[C:22](=[O:29])[NH:23][C:24]([CH3:28])=[CH:25][C:26]=2[CH3:27])=[O:18])[C:5]2[C:10]([CH2:11][CH3:12])=[N:9][N:8]([CH:13]([CH3:14])[CH3:15])[C:6]=2[N:7]=1. (6) Given the reactants C(OC([NH:8][CH2:9][CH2:10][CH2:11][C@@H:12]([CH2:16][C:17]1[N:18]=[CH:19][N:20]2[C:29]3[C:24](=[CH:25][C:26]([CH:30]([CH3:32])[CH3:31])=[CH:27][CH:28]=3)[CH2:23][CH2:22][C:21]=12)[C:13]([OH:15])=[O:14])=O)(C)(C)C.[ClH:33], predict the reaction product. The product is: [ClH:33].[ClH:33].[NH2:8][CH2:9][CH2:10][CH2:11][C@@H:12]([CH2:16][C:17]1[N:18]=[CH:19][N:20]2[C:29]3[C:24](=[CH:25][C:26]([CH:30]([CH3:32])[CH3:31])=[CH:27][CH:28]=3)[CH2:23][CH2:22][C:21]=12)[C:13]([OH:15])=[O:14]. (7) Given the reactants [Cl:1][C:2]1[CH:3]=[C:4]([CH:9]([CH2:13][CH2:14][N:15]2[CH2:20][CH2:19][N:18]([S:21]([CH3:24])(=[O:23])=[O:22])[CH2:17][CH2:16]2)[C:10](O)=[O:11])[CH:5]=[CH:6][C:7]=1[Cl:8].CN(C(ON1N=NC2C=CC=CC1=2)=[N+](C)C)C.[B-](F)(F)(F)F.[Cl:47][C:48]1[CH:56]=[CH:55][C:51]([CH2:52][NH:53][CH3:54])=[CH:50][CH:49]=1.C(N(CC)C(C)C)(C)C, predict the reaction product. The product is: [Cl:47][C:48]1[CH:56]=[CH:55][C:51]([CH2:52][N:53]([CH3:54])[C:10](=[O:11])[CH:9]([C:4]2[CH:5]=[CH:6][C:7]([Cl:8])=[C:2]([Cl:1])[CH:3]=2)[CH2:13][CH2:14][N:15]2[CH2:20][CH2:19][N:18]([S:21]([CH3:24])(=[O:23])=[O:22])[CH2:17][CH2:16]2)=[CH:50][CH:49]=1. (8) Given the reactants [CH2:1]([C:3]1[N:8]=[C:7]([CH3:9])[C:6]2[C:10]([CH3:13])=[N:11][NH:12][C:5]=2[CH:4]=1)[CH3:2].[H-].[Na+].[CH3:16][C:17]1[C:18]([N:23]([CH2:46][O:47][CH2:48][CH2:49][O:50][CH3:51])[S:24]([C:27]2[S:28][C:29]([CH3:45])=[CH:30][C:31]=2[C:32]2[CH:43]=[CH:42][C:35]([CH2:36]OS(C)(=O)=O)=[CH:34][C:33]=2[CH3:44])(=[O:26])=[O:25])=[N:19][O:20][C:21]=1[CH3:22].O, predict the reaction product. The product is: [CH3:16][C:17]1[C:18]([N:23]([CH2:46][O:47][CH2:48][CH2:49][O:50][CH3:51])[S:24]([C:27]2[S:28][C:29]([CH3:45])=[CH:30][C:31]=2[C:32]2[CH:43]=[CH:42][C:35]([CH2:36][N:12]3[C:5]4[CH:4]=[C:3]([CH2:1][CH3:2])[N:8]=[C:7]([CH3:9])[C:6]=4[C:10]([CH3:13])=[N:11]3)=[CH:34][C:33]=2[CH3:44])(=[O:26])=[O:25])=[N:19][O:20][C:21]=1[CH3:22]. (9) Given the reactants [NH2:1][C:2]1[C:7]([C:8]#[N:9])=[C:6]([C:10]2[CH:21]=[CH:20][C:13]3[O:14][CH:15]([CH2:18][OH:19])[CH2:16][O:17][C:12]=3[CH:11]=2)[C:5]([C:22]#[N:23])=[C:4]([SH:24])[N:3]=1.[OH:25][CH2:26][CH2:27]Br.C(=O)(O)[O-].[Na+], predict the reaction product. The product is: [NH2:1][C:2]1[C:7]([C:8]#[N:9])=[C:6]([C:10]2[CH:21]=[CH:20][C:13]3[O:14][CH:15]([CH2:18][OH:19])[CH2:16][O:17][C:12]=3[CH:11]=2)[C:5]([C:22]#[N:23])=[C:4]([S:24][CH2:27][CH2:26][OH:25])[N:3]=1. (10) The product is: [Br:1][C:2]1[CH:3]=[C:4]([CH3:12])[C:5]2[N:9]=[C:8]([CH3:10])[N:7]([CH2:14][C:15]3[CH:20]=[CH:19][C:18]([N:21]([CH3:27])[C:22](=[O:26])[O:23][CH2:24][CH3:25])=[CH:17][C:16]=3[Cl:28])[C:6]=2[CH:11]=1. Given the reactants [Br:1][C:2]1[CH:3]=[C:4]([CH3:12])[C:5]2[N:9]=[C:8]([CH3:10])[NH:7][C:6]=2[CH:11]=1.Br[CH2:14][C:15]1[CH:20]=[CH:19][C:18]([N:21]([CH3:27])[C:22](=[O:26])[O:23][CH2:24][CH3:25])=[CH:17][C:16]=1[Cl:28], predict the reaction product.